Dataset: Reaction yield outcomes from USPTO patents with 853,638 reactions. Task: Predict the reaction yield, written as a fraction of the theoretical maximum amount of product (1.0 means a 100% yield; for example, 0.34 means a 34% yield). (1) The reactants are [Cl:1][C:2]1[C:3]([O:10][C:11]2[CH:19]=[CH:18][C:14]([C:15]([NH2:17])=[O:16])=[CH:13][CH:12]=2)=[N:4][CH:5]=[C:6]([CH:8]=O)[CH:7]=1.[S:20]1[CH:24]=[CH:23][CH:22]=[C:21]1[CH2:25][CH2:26][NH2:27]. No catalyst specified. The product is [Cl:1][C:2]1[C:3]([O:10][C:11]2[CH:19]=[CH:18][C:14]([C:15]([NH2:17])=[O:16])=[CH:13][CH:12]=2)=[N:4][CH:5]=[C:6]([CH2:8][NH:27][CH2:26][CH2:25][C:21]2[S:20][CH:24]=[CH:23][CH:22]=2)[CH:7]=1. The yield is 0.360. (2) The reactants are [C:1](OC)(=[O:6])[CH2:2][C:3]([CH3:5])=[O:4].[Li+].CC([N-]C(C)C)C.[CH:17]1([C:22](=[O:36])[CH2:23][CH2:24][C:25]2[C:30]([O:31][CH2:32][CH3:33])=[CH:29][N:28]=[C:27]([CH2:34][CH3:35])[CH:26]=2)[CH2:21][CH2:20][CH2:19][CH2:18]1.[OH-].[Na+].C(=O)([O-])[O-].[K+].[K+]. The catalyst is C1COCC1. The product is [CH:17]1([C:22]2([CH2:23][CH2:24][C:25]3[C:30]([O:31][CH2:32][CH3:33])=[CH:29][N:28]=[C:27]([CH2:34][CH3:35])[CH:26]=3)[O:36][C:1](=[O:6])[CH2:2][C:3](=[O:4])[CH2:5]2)[CH2:21][CH2:20][CH2:19][CH2:18]1. The yield is 0.990.